Dataset: Forward reaction prediction with 1.9M reactions from USPTO patents (1976-2016). Task: Predict the product of the given reaction. Given the reactants [C:1]([C:3]1[C:4](=O)[CH:5]=[C:6]([CH:22]2[CH2:27][CH2:26][N:25]([C:28]([O:30][CH2:31][C:32]3[CH:37]=[CH:36][CH:35]=[CH:34][CH:33]=3)=[O:29])[CH2:24][CH2:23]2)[NH:7][C:8]=1[C:9]1[CH:14]=[CH:13][C:12]([O:15][C:16]2[CH:21]=[CH:20][CH:19]=[CH:18][CH:17]=2)=[CH:11][CH:10]=1)#[N:2].P(Cl)(Cl)([Cl:41])=O, predict the reaction product. The product is: [Cl:41][C:4]1[C:3]([C:1]#[N:2])=[C:8]([C:9]2[CH:14]=[CH:13][C:12]([O:15][C:16]3[CH:21]=[CH:20][CH:19]=[CH:18][CH:17]=3)=[CH:11][CH:10]=2)[N:7]=[C:6]([CH:22]2[CH2:27][CH2:26][N:25]([C:28]([O:30][CH2:31][C:32]3[CH:37]=[CH:36][CH:35]=[CH:34][CH:33]=3)=[O:29])[CH2:24][CH2:23]2)[CH:5]=1.